Dataset: Full USPTO retrosynthesis dataset with 1.9M reactions from patents (1976-2016). Task: Predict the reactants needed to synthesize the given product. Given the product [C:1]([N:4]1[C:12]2[C:7](=[CH:8][C:9]([C:13](=[O:15])[CH3:14])=[CH:10][CH:11]=2)[C:6](=[C:17]([O:20][CH3:21])[CH2:18][CH3:19])[C:5]1=[O:16])(=[O:3])[CH3:2], predict the reactants needed to synthesize it. The reactants are: [C:1]([N:4]1[C:12]2[C:7](=[CH:8][C:9]([C:13](=[O:15])[CH3:14])=[CH:10][CH:11]=2)[CH2:6][C:5]1=[O:16])(=[O:3])[CH3:2].[C:17](OC)(OC)([O:20][CH3:21])[CH2:18][CH3:19].